This data is from Full USPTO retrosynthesis dataset with 1.9M reactions from patents (1976-2016). The task is: Predict the reactants needed to synthesize the given product. Given the product [F:32][C:11]1[CH:10]=[C:9]([O:8][C:6]2[CH:5]=[CH:4][N:3]=[C:2]([NH:1][C:38]([N:35]3[CH2:46][CH2:45][C@@H:44]([OH:43])[CH2:49]3)=[O:51])[CH:7]=2)[C:14]([F:15])=[CH:13][C:12]=1[NH:16][C:17]([C:19]1([C:22]([NH:24][C:25]2[CH:26]=[CH:27][C:28]([F:31])=[CH:29][CH:30]=2)=[O:23])[CH2:21][CH2:20]1)=[O:18], predict the reactants needed to synthesize it. The reactants are: [NH2:1][C:2]1[CH:7]=[C:6]([O:8][C:9]2[C:14]([F:15])=[CH:13][C:12]([NH:16][C:17]([C:19]3([C:22]([NH:24][C:25]4[CH:30]=[CH:29][C:28]([F:31])=[CH:27][CH:26]=4)=[O:23])[CH2:21][CH2:20]3)=[O:18])=[C:11]([F:32])[CH:10]=2)[CH:5]=[CH:4][N:3]=1.C([N:35]([CH2:38]C)CC)C.ClC([O:43][C:44]1[CH:49]=CC=[CH:46][CH:45]=1)=O.C(=O)([O-])[OH:51].[Na+].